From a dataset of Forward reaction prediction with 1.9M reactions from USPTO patents (1976-2016). Predict the product of the given reaction. (1) Given the reactants Br[C:2]1[CH:3]=[CH:4][C:5]2[N:10]([CH2:11][O:12][CH2:13][CH2:14][Si:15]([CH3:18])([CH3:17])[CH3:16])[C:9](=[O:19])[O:8][CH2:7][C:6]=2[CH:20]=1.[CH3:21][N:22]1[C:27](=[O:28])[CH:26]=[C:25]([C:29]2[CH:34]=[CH:33][N:32]=[CH:31][N:30]=2)[N:24]=[C:23]1[O:35][CH:36]1[CH2:41][CH2:40][NH:39][CH2:38][CH2:37]1.C1(P(C2CCCCC2)C2C=CC=CC=2C2C(C(C)C)=CC(C(C)C)=CC=2C(C)C)CCCCC1.CC(C)([O-])C.[Na+], predict the reaction product. The product is: [CH3:21][N:22]1[C:27](=[O:28])[CH:26]=[C:25]([C:29]2[CH:34]=[CH:33][N:32]=[CH:31][N:30]=2)[N:24]=[C:23]1[O:35][CH:36]1[CH2:41][CH2:40][N:39]([C:2]2[CH:3]=[CH:4][C:5]3[N:10]([CH2:11][O:12][CH2:13][CH2:14][Si:15]([CH3:18])([CH3:17])[CH3:16])[C:9](=[O:19])[O:8][CH2:7][C:6]=3[CH:20]=2)[CH2:38][CH2:37]1. (2) Given the reactants C(N(CC)CC)C.[CH:8]1([S:14](Cl)(=[O:16])=[O:15])[CH2:13][CH2:12][CH2:11][CH2:10][CH2:9]1.[NH2:18][C:19]1[N:24]=[C:23]([C:25]2[CH:32]=[CH:31][C:28]([C:29]#[N:30])=[C:27]([F:33])[CH:26]=2)[CH:22]=[C:21]([N:34]2[C@H:39]([CH3:40])[CH2:38][O:37][C@H:36]([CH2:41][NH2:42])[CH2:35]2)[N:20]=1, predict the reaction product. The product is: [NH2:18][C:19]1[N:20]=[C:21]([N:34]2[C@H:39]([CH3:40])[CH2:38][O:37][C@H:36]([CH2:41][NH:42][S:14]([CH:8]3[CH2:13][CH2:12][CH2:11][CH2:10][CH2:9]3)(=[O:16])=[O:15])[CH2:35]2)[CH:22]=[C:23]([C:25]2[CH:32]=[CH:31][C:28]([C:29]#[N:30])=[C:27]([F:33])[CH:26]=2)[N:24]=1. (3) Given the reactants [CH3:1][O:2][C:3]1[CH:4]=[C:5]([C:9]2([C:15]#[N:16])[CH2:14][CH2:13][NH:12][CH2:11][CH2:10]2)[CH:6]=[CH:7][CH:8]=1.C(N(CC)CC)C.[C:24](Cl)(=[O:31])[C:25]1[CH:30]=[CH:29][CH:28]=[CH:27][CH:26]=1.C(=O)([O-])O.[Na+], predict the reaction product. The product is: [C:24]([N:12]1[CH2:13][CH2:14][C:9]([C:5]2[CH:6]=[CH:7][CH:8]=[C:3]([O:2][CH3:1])[CH:4]=2)([C:15]#[N:16])[CH2:10][CH2:11]1)(=[O:31])[C:25]1[CH:30]=[CH:29][CH:28]=[CH:27][CH:26]=1. (4) Given the reactants [OH:1][CH2:2][C:3]([CH3:27])([CH3:26])[CH2:4][NH:5][C:6]([C:8]1[C:16]2[C:11](=[N:12][CH:13]=[C:14](Br)[N:15]=2)[N:10]([CH2:18][O:19][CH2:20][CH2:21][Si:22]([CH3:25])([CH3:24])[CH3:23])[CH:9]=1)=[O:7].C1(P([CH:41]2[CH2:46][CH2:45]CCC2)C2CCCCC2)CCCCC1.C1(B(O)O)CC1.[O-]P([O-])([O-])=O.[K+].[K+].[K+].C(=O)(O)[O-].[Na+], predict the reaction product. The product is: [OH:1][CH2:2][C:3]([CH3:27])([CH3:26])[CH2:4][NH:5][C:6]([C:8]1[C:16]2[C:11](=[N:12][CH:13]=[C:14]([CH:45]3[CH2:46][CH2:41]3)[N:15]=2)[N:10]([CH2:18][O:19][CH2:20][CH2:21][Si:22]([CH3:25])([CH3:24])[CH3:23])[CH:9]=1)=[O:7].